This data is from Forward reaction prediction with 1.9M reactions from USPTO patents (1976-2016). The task is: Predict the product of the given reaction. (1) The product is: [C:17]1([N:13]2[CH2:14][CH2:15][N:10]([CH3:9])[CH2:11][CH2:12]2)[CH:22]=[CH:21][CH:20]=[CH:19][CH:18]=1. Given the reactants [O-]P([O-])([O-])=O.[K+].[K+].[K+].[CH3:9][N:10]1[CH2:15][CH2:14][NH:13][CH2:12][CH2:11]1.I[C:17]1[CH:22]=[CH:21][CH:20]=[CH:19][CH:18]=1.C(O)CO, predict the reaction product. (2) Given the reactants [CH:1]1([CH2:4][NH2:5])[CH2:3][CH2:2]1.ClC(Cl)(O[C:10](=[O:16])OC(Cl)(Cl)Cl)Cl.C(N(CC)CC)C.[NH:25]([C:27]1[C:32]([I:33])=[C:31]([CH3:34])[CH:30]=[CH:29][N:28]=1)[NH2:26], predict the reaction product. The product is: [CH:1]1([CH2:4][NH:5][C:10]([NH:26][NH:25][C:27]2[C:32]([I:33])=[C:31]([CH3:34])[CH:30]=[CH:29][N:28]=2)=[O:16])[CH2:3][CH2:2]1. (3) The product is: [F:20][C:14]1[CH:15]=[CH:16][C:17]([F:19])=[CH:18][C:13]=1[CH2:12][C:11]([N:7]1[C:8]2[C:4](=[CH:3][C:2]([C:46]3[C:54]4[C:53]([NH2:55])=[N:52][CH:51]=[N:50][C:49]=4[S:48][CH:47]=3)=[CH:10][CH:9]=2)[CH2:5][CH2:6]1)=[O:21]. Given the reactants Br[C:2]1[CH:3]=[C:4]2[C:8](=[CH:9][CH:10]=1)[N:7]([C:11](=[O:21])[CH2:12][C:13]1[CH:18]=[C:17]([F:19])[CH:16]=[CH:15][C:14]=1[F:20])[CH2:6][CH2:5]2.B1(B2OC(C)(C)C(C)(C)O2)OC(C)(C)C(C)(C)O1.C([O-])(=O)C.[K+].Br[C:46]1[C:54]2[C:53]([NH2:55])=[N:52][CH:51]=[N:50][C:49]=2[S:48][CH:47]=1.C([O-])(O)=O.[Na+], predict the reaction product. (4) Given the reactants [OH-].[Na+].[Cl:3][C:4]1[N:9]=[C:8]([S:10][CH3:11])[N:7]=[C:6]([S:12][CH2:13][C:14]([O:16][CH2:17][CH3:18])=[O:15])[C:5]=1[C:19]#[N:20], predict the reaction product. The product is: [NH2:20][C:19]1[C:5]2[C:4]([Cl:3])=[N:9][C:8]([S:10][CH3:11])=[N:7][C:6]=2[S:12][C:13]=1[C:14]([O:16][CH2:17][CH3:18])=[O:15].